This data is from Full USPTO retrosynthesis dataset with 1.9M reactions from patents (1976-2016). The task is: Predict the reactants needed to synthesize the given product. (1) Given the product [C:9]([C:11]1[C:19]2[C:14](=[CH:15][CH:16]=[C:17]([CH2:20][CH2:21][NH:22][C:23]([C:24]3[CH:29]=[CH:28][C:27]([C:30]4[CH:35]=[CH:34][N:33]=[C:32]([N:1]5[CH2:5][CH2:4][CH2:3][CH:2]5[C:6]([NH2:8])=[O:7])[N:31]=4)=[CH:26][CH:25]=3)=[O:37])[CH:18]=2)[NH:13][CH:12]=1)#[N:10], predict the reactants needed to synthesize it. The reactants are: [NH:1]1[CH2:5][CH2:4][CH2:3][CH:2]1[C:6]([NH2:8])=[O:7].[C:9]([C:11]1[C:19]2[C:14](=[CH:15][CH:16]=[C:17]([CH2:20][CH2:21][NH:22][C:23](=[O:37])[C:24]3[CH:29]=[CH:28][C:27]([C:30]4[CH:35]=[CH:34][N:33]=[C:32](Cl)[N:31]=4)=[CH:26][CH:25]=3)[CH:18]=2)[NH:13][CH:12]=1)#[N:10]. (2) Given the product [O:19]1[C:23]2[CH:24]=[CH:25][C:26]([C:28]3[CH:36]=[C:35]4[C:31]([C:32]([NH:46][C:47](=[O:51])[CH2:48][CH2:49][CH3:50])=[N:33][NH:34]4)=[CH:30][CH:29]=3)=[CH:27][C:22]=2[O:54][CH2:52]1, predict the reactants needed to synthesize it. The reactants are: [F-].C([N+](CCCC)(CCCC)CCCC)CCC.[O:19]1[C:23]2[CH:24]=[CH:25][C:26]([C:28]3[CH:36]=[C:35]4[C:31]([C:32]([NH:46][C:47](=[O:51])[CH2:48][CH2:49][CH3:50])=[N:33][N:34]4OCOCC[Si](C)(C)C)=[CH:30][CH:29]=3)=[CH:27][C:22]=2CO1.[C:52](OCC)(=[O:54])C.